This data is from Reaction yield outcomes from USPTO patents with 853,638 reactions. The task is: Predict the reaction yield, written as a fraction of the theoretical maximum amount of product (1.0 means a 100% yield; for example, 0.34 means a 34% yield). The product is [C:21]([O:25][C:26](=[O:27])[N:8]([C:9]1[CH:10]=[CH:11][C:12]([CH:15]=[O:16])=[CH:13][N:14]=1)[CH2:7][C:6]1[CH:17]=[CH:18][C:3]([C:2]([F:1])([F:19])[F:20])=[CH:4][CH:5]=1)([CH3:24])([CH3:23])[CH3:22]. The reactants are [F:1][C:2]([F:20])([F:19])[C:3]1[CH:18]=[CH:17][C:6]([CH2:7][NH:8][C:9]2[N:14]=[CH:13][C:12]([CH:15]=[O:16])=[CH:11][CH:10]=2)=[CH:5][CH:4]=1.[C:21]([O:25][C:26](O[C:26]([O:25][C:21]([CH3:24])([CH3:23])[CH3:22])=[O:27])=[O:27])([CH3:24])([CH3:23])[CH3:22].C(N(CC)C(C)C)(C)C.C(N(CC)C1C=CN=CC=1)C. The catalyst is ClCCl. The yield is 0.870.